The task is: Predict the reaction yield, written as a fraction of the theoretical maximum amount of product (1.0 means a 100% yield; for example, 0.34 means a 34% yield).. This data is from Reaction yield outcomes from USPTO patents with 853,638 reactions. (1) The reactants are [OH:1][C:2]1[CH:3]=[C:4]2[C:9](=[CH:10][CH:11]=1)[CH:8]=[C:7]([C:12]([OH:14])=[O:13])[CH:6]=[CH:5]2.[CH3:15]O. The catalyst is S(=O)(=O)(O)O. The product is [OH:1][C:2]1[CH:3]=[C:4]2[C:9](=[CH:10][CH:11]=1)[CH:8]=[C:7]([C:12]([O:14][CH3:15])=[O:13])[CH:6]=[CH:5]2. The yield is 0.840. (2) The reactants are [F:1][C:2]1[CH:7]=[CH:6][C:5]([F:8])=[CH:4][C:3]=1[CH:9]([S:20]([C:23]1[CH:28]=[CH:27][C:26]([F:29])=[CH:25][CH:24]=1)(=[O:22])=[O:21])[C:10]1[C:11]([CH3:19])=[CH:12][C:13]([C:16](O)=[O:17])=[N:14][CH:15]=1.[NH2:30][CH:31]([CH2:34][OH:35])[CH2:32][OH:33].ON1C2C=CC=CC=2N=N1.Cl.C(N=C=NCCCN(C)C)C.CN1CCOCC1. The catalyst is C(Cl)Cl.C(OCC)(=O)C. The product is [F:1][C:2]1[CH:7]=[CH:6][C:5]([F:8])=[CH:4][C:3]=1[CH:9]([S:20]([C:23]1[CH:28]=[CH:27][C:26]([F:29])=[CH:25][CH:24]=1)(=[O:21])=[O:22])[C:10]1[C:11]([CH3:19])=[CH:12][C:13]([C:16]([NH:30][CH:31]([CH2:34][OH:35])[CH2:32][OH:33])=[O:17])=[N:14][CH:15]=1. The yield is 0.740. (3) The reactants are [CH:1]1([CH2:4][NH:5][CH2:6][C:7]2[S:11][C:10](B(O)O)=[CH:9][CH:8]=2)[CH2:3][CH2:2]1.Br[C:16]1[CH:17]=[C:18]2[C:22](=[C:23]([C:25]([NH2:27])=[O:26])[CH:24]=1)[NH:21][CH:20]=[C:19]2[CH:28]1[CH2:33][CH2:32][N:31]([S:34]([CH2:37][CH3:38])(=[O:36])=[O:35])[CH2:30][CH2:29]1.C(=O)([O-])[O-].[K+].[K+]. The catalyst is C1C=CC([P]([Pd]([P](C2C=CC=CC=2)(C2C=CC=CC=2)C2C=CC=CC=2)([P](C2C=CC=CC=2)(C2C=CC=CC=2)C2C=CC=CC=2)[P](C2C=CC=CC=2)(C2C=CC=CC=2)C2C=CC=CC=2)(C2C=CC=CC=2)C2C=CC=CC=2)=CC=1. The product is [CH:1]1([CH2:4][NH:5][CH2:6][C:7]2[S:11][C:10]([C:16]3[CH:17]=[C:18]4[C:22](=[C:23]([C:25]([NH2:27])=[O:26])[CH:24]=3)[NH:21][CH:20]=[C:19]4[CH:28]3[CH2:29][CH2:30][N:31]([S:34]([CH2:37][CH3:38])(=[O:35])=[O:36])[CH2:32][CH2:33]3)=[CH:9][CH:8]=2)[CH2:3][CH2:2]1. The yield is 0.200.